The task is: Regression. Given two drug SMILES strings and cell line genomic features, predict the synergy score measuring deviation from expected non-interaction effect.. This data is from NCI-60 drug combinations with 297,098 pairs across 59 cell lines. (1) Drug 1: CC1C(C(CC(O1)OC2CC(CC3=C2C(=C4C(=C3O)C(=O)C5=C(C4=O)C(=CC=C5)OC)O)(C(=O)CO)O)N)O.Cl. Drug 2: C1CCN(CC1)CCOC2=CC=C(C=C2)C(=O)C3=C(SC4=C3C=CC(=C4)O)C5=CC=C(C=C5)O. Cell line: UACC62. Synergy scores: CSS=8.36, Synergy_ZIP=-2.62, Synergy_Bliss=1.21, Synergy_Loewe=-4.31, Synergy_HSA=-0.448. (2) Drug 1: C1=NC2=C(N=C(N=C2N1C3C(C(C(O3)CO)O)F)Cl)N. Drug 2: C1CN1C2=NC(=NC(=N2)N3CC3)N4CC4. Cell line: BT-549. Synergy scores: CSS=20.0, Synergy_ZIP=-8.07, Synergy_Bliss=-3.98, Synergy_Loewe=-2.07, Synergy_HSA=-1.42. (3) Cell line: RXF 393. Drug 1: CC1C(C(CC(O1)OC2CC(CC3=C2C(=C4C(=C3O)C(=O)C5=C(C4=O)C(=CC=C5)OC)O)(C(=O)CO)O)N)O.Cl. Synergy scores: CSS=65.7, Synergy_ZIP=-3.94, Synergy_Bliss=-2.24, Synergy_Loewe=-2.96, Synergy_HSA=1.93. Drug 2: CC1C(C(CC(O1)OC2CC(CC3=C2C(=C4C(=C3O)C(=O)C5=CC=CC=C5C4=O)O)(C(=O)C)O)N)O. (4) Drug 1: CC1C(C(=O)NC(C(=O)N2CCCC2C(=O)N(CC(=O)N(C(C(=O)O1)C(C)C)C)C)C(C)C)NC(=O)C3=C4C(=C(C=C3)C)OC5=C(C(=O)C(=C(C5=N4)C(=O)NC6C(OC(=O)C(N(C(=O)CN(C(=O)C7CCCN7C(=O)C(NC6=O)C(C)C)C)C)C(C)C)C)N)C. Drug 2: CCN(CC)CCCC(C)NC1=C2C=C(C=CC2=NC3=C1C=CC(=C3)Cl)OC. Cell line: OVCAR-8. Synergy scores: CSS=47.4, Synergy_ZIP=-14.1, Synergy_Bliss=-4.49, Synergy_Loewe=-4.51, Synergy_HSA=-0.240.